From a dataset of Full USPTO retrosynthesis dataset with 1.9M reactions from patents (1976-2016). Predict the reactants needed to synthesize the given product. (1) Given the product [CH3:14][O:15][CH2:16][O:17][C:18]1[CH:23]=[C:22]([O:24][CH2:25][O:26][CH3:27])[CH:21]=[CH:20][C:19]=1[CH:28]1[CH2:33][CH2:32][C:31](=[CH:5][C:3]#[N:4])[CH2:30][CH2:29]1, predict the reactants needed to synthesize it. The reactants are: [H-].[Na+].[C:3]([CH2:5]P(=O)(OCC)OCC)#[N:4].[CH3:14][O:15][CH2:16][O:17][C:18]1[CH:23]=[C:22]([O:24][CH2:25][O:26][CH3:27])[CH:21]=[CH:20][C:19]=1[CH:28]1[CH2:33][CH2:32][C:31](=O)[CH2:30][CH2:29]1.O. (2) Given the product [P:1]([O-:5])([O-:4])([O-:3])=[O:2].[Ca+2:6].[P:1]([O-:5])([O-:4])([O-:3])=[O:2].[Ca+2:6].[Ca+2:6], predict the reactants needed to synthesize it. The reactants are: [P:1]([O-:5])([O-:4])([O-:3])=[O:2].[Ca:6]. (3) Given the product [Cl:1][C:2]1[CH:3]=[C:4]2[C:5]([C:6](=[O:8])[N:47]([CH2:39][CH2:40][C:41]3[CH:46]=[CH:45][CH:44]=[CH:43][CH:42]=3)[C:13]([CH2:14][CH3:15])=[N:12]2)=[CH:9][C:10]=1[F:11], predict the reactants needed to synthesize it. The reactants are: [Cl:1][C:2]1[C:10]([F:11])=[CH:9][C:5]([C:6]([OH:8])=O)=[C:4]([NH:12][C:13](=O)[CH2:14][CH3:15])[CH:3]=1.P(OC1C=CC=CC=1)(OC1C=CC=CC=1)OC1C=CC=CC=1.[CH2:39]([NH2:47])[CH2:40][C:41]1[CH:46]=[CH:45][CH:44]=[CH:43][CH:42]=1.